This data is from Forward reaction prediction with 1.9M reactions from USPTO patents (1976-2016). The task is: Predict the product of the given reaction. (1) Given the reactants [CH2:1]([O:8][C:9]1[CH:10]=[C:11]2[C:16](=[CH:17][C:18]=1[O:19][CH3:20])[CH:15]([CH2:21]S(C1N(C3C=CC=CC=3)N=NN=1)(=O)=O)[N:14](C(OC(C)(C)C)=O)[CH2:13][CH2:12]2)[C:2]1[CH:7]=[CH:6][CH:5]=[CH:4][CH:3]=1.[CH:43]([C:46]1[C:47]([O:55][CH3:56])=[CH:48][C:49]([CH3:54])=[C:50]([CH:53]=1)[CH:51]=O)([CH3:45])[CH3:44].C[Si]([N-][Si](C)(C)C)(C)C.[Li+], predict the reaction product. The product is: [CH2:1]([O:8][C:9]1[CH:10]=[C:11]2[C:16](=[CH:17][C:18]=1[O:19][CH3:20])[CH:15](/[CH:21]=[CH:51]/[C:50]1[CH:53]=[C:46]([CH:43]([CH3:45])[CH3:44])[C:47]([O:55][CH3:56])=[CH:48][C:49]=1[CH3:54])[NH:14][CH2:13][CH2:12]2)[C:2]1[CH:7]=[CH:6][CH:5]=[CH:4][CH:3]=1. (2) Given the reactants ClC1C=CC=C(C(OO)=[O:9])C=1.[CH3:12][O:13][C:14]1[C:29]([S:30][CH3:31])=[C:28]([C:32]([F:35])([F:34])[F:33])[CH:27]=[CH:26][C:15]=1[C:16]([O:18][C:19]1[CH2:24][CH2:23][CH2:22][C:21](=[O:25])[CH:20]=1)=[O:17].S([O-])(O)=O.[Na+], predict the reaction product. The product is: [CH3:12][O:13][C:14]1[C:29]([S:30]([CH3:31])=[O:9])=[C:28]([C:32]([F:35])([F:34])[F:33])[CH:27]=[CH:26][C:15]=1[C:16]([O:18][C:19]1[CH2:24][CH2:23][CH2:22][C:21](=[O:25])[CH:20]=1)=[O:17]. (3) The product is: [Br:1][C:2]1[CH:7]=[CH:6][C:5]([CH:8]([OH:15])[CH2:9][CH2:10][CH2:11][CH:12]([CH3:13])[CH3:14])=[CH:4][C:3]=1[CH3:16]. Given the reactants [Br:1][C:2]1[CH:7]=[CH:6][C:5]([C:8](=[O:15])[CH2:9][CH2:10][CH2:11][CH:12]([CH3:14])[CH3:13])=[CH:4][C:3]=1[CH3:16].[BH4-].[Na+], predict the reaction product. (4) Given the reactants [NH2:1][C:2]1[CH:7]=[CH:6][C:5]([Br:8])=[CH:4][N:3]=1.N1C=CC=CC=1.[F:15][C:16]([F:28])([F:27])[C:17]1[CH:22]=[CH:21][C:20]([S:23](Cl)(=[O:25])=[O:24])=[CH:19][CH:18]=1, predict the reaction product. The product is: [Br:8][C:5]1[CH:6]=[CH:7][C:2]([NH:1][S:23]([C:20]2[CH:19]=[CH:18][C:17]([C:16]([F:15])([F:27])[F:28])=[CH:22][CH:21]=2)(=[O:25])=[O:24])=[N:3][CH:4]=1. (5) Given the reactants [CH2:1]([O:4][C:5](=[O:34])[CH2:6][CH2:7][CH2:8][O:9][C:10]1[CH:11]=[CH:12][C:13]2[C:26](=[O:27])[CH:25]=[C:24]3[C:15](=[N:16][C:17]4[C:22]([O:23]3)=[CH:21][C:20]([N:28]([CH2:31][CH3:32])[CH2:29][CH3:30])=[CH:19][CH:18]=4)[C:14]=2[CH:33]=1)[CH:2]=[CH2:3].C(N(C(C)C)C(C)C)C.[Br:44]COC(=O)C, predict the reaction product. The product is: [CH2:1]([O:4][C:5](=[O:34])[CH2:6][CH2:7][CH2:8][O:9][C:10]1[CH:11]=[CH:12][C:13]2[C:26](=[O:27])[C:25]([Br:44])=[C:24]3[C:15](=[N:16][C:17]4[C:22]([O:23]3)=[CH:21][C:20]([N:28]([CH2:29][CH3:30])[CH2:31][CH3:32])=[CH:19][CH:18]=4)[C:14]=2[CH:33]=1)[CH:2]=[CH2:3]. (6) The product is: [CH3:26][N:8]([CH2:9][C:10]1[CH:15]=[C:14]([C:16]2[CH:17]=[CH:18][C:19]([C:20]([O:22][CH3:23])=[O:21])=[CH:24][CH:25]=2)[CH:13]=[CH:12][N:11]=1)[CH3:6]. Given the reactants C(O[C:6]([NH:8][CH2:9][C:10]1[CH:15]=[C:14]([C:16]2[CH:25]=[CH:24][C:19]([C:20]([O:22][CH3:23])=[O:21])=[CH:18][CH:17]=2)[CH:13]=[CH:12][N:11]=1)=O)(C)(C)C.[C:26](O)(C(F)(F)F)=O.C=O, predict the reaction product. (7) Given the reactants [CH3:1][O:2][C:3]1[CH:4]=[CH:5][N:6]=[C:7]([CH2:11][S+:12]([O-:26])[C:13]2[N-:14][C:15]3[CH:16]=[CH:17][C:18]([O:22][CH:23]([F:25])[F:24])=[CH:19][C:20]=3[N:21]=2)[C:8]=1[O:9][CH3:10].[Na+:27], predict the reaction product. The product is: [CH3:1][O:2][C:3]1[CH:4]=[CH:5][N:6]=[C:7]([CH2:11][S+:12]([O-:26])[C:13]2[NH:14][C:15]3[CH:16]=[CH:17][C:18]([O:22][CH:23]([F:24])[F:25])=[CH:19][C:20]=3[N:21]=2)[C:8]=1[O:9][CH3:10].[OH-:2].[Na+:27]. (8) Given the reactants [Cl:1][C:2]1[CH:7]=[C:6](I)[C:5]([F:9])=[CH:4][N:3]=1.[F:10][C:11]([F:22])([F:21])[C:12]1[N:17]=[CH:16][C:15](B(O)O)=[CH:14][CH:13]=1.C(Cl)Cl.C(=O)([O-])[O-].[Na+].[Na+], predict the reaction product. The product is: [Cl:1][C:2]1[CH:7]=[C:6]([C:15]2[CH:16]=[N:17][C:12]([C:11]([F:22])([F:21])[F:10])=[CH:13][CH:14]=2)[C:5]([F:9])=[CH:4][N:3]=1. (9) The product is: [Br:17][C:12]1[CH:11]=[CH:10][C:9]2[C:14](=[CH:15][CH:16]=[C:7]([C:26]3[CH:27]=[CH:28][C:23]([Br:22])=[CH:24][CH:25]=3)[CH:8]=2)[CH:13]=1. Given the reactants FC(F)(F)S(O[C:7]1[CH:16]=[CH:15][C:14]2[C:9](=[CH:10][CH:11]=[C:12]([Br:17])[CH:13]=2)[CH:8]=1)(=O)=O.[Li+].[Br-].[Br:22][C:23]1[CH:28]=[CH:27][C:26]([Mg]Br)=[CH:25][CH:24]=1.Cl, predict the reaction product. (10) Given the reactants [F:1][C:2]1[CH:3]=[C:4]([NH:9]C(=O)OC(C)(C)C)[CH:5]=[CH:6][C:7]=1[OH:8].[F:17][C:18]1[CH:23]=[CH:22][CH:21]=[C:20]([C:24]#[N:25])[C:19]=1F, predict the reaction product. The product is: [F:1][C:2]1[CH:3]=[C:4]([NH2:9])[CH:5]=[CH:6][C:7]=1[O:8][C:19]1[C:20]([C:24]#[N:25])=[CH:21][CH:22]=[CH:23][C:18]=1[F:17].